Predict the product of the given reaction. From a dataset of Forward reaction prediction with 1.9M reactions from USPTO patents (1976-2016). (1) Given the reactants [S:1]1[C:5]2[CH:6]=[CH:7][CH:8]=[CH:9][C:4]=2[N:3]=[C:2]1[OH:10].C(=O)([O-])[O-].[K+].[K+].Br[CH2:18][C:19]([O:21]CC)=[O:20], predict the reaction product. The product is: [S:1]1[C:5]2[CH:6]=[CH:7][CH:8]=[CH:9][C:4]=2[N:3]=[C:2]1[O:10][CH2:18][C:19]([OH:21])=[O:20]. (2) Given the reactants [CH:1]1([C:4]2[O:8][N:7]=[C:6]([C:9]3[CH:14]=[CH:13][CH:12]=[CH:11][C:10]=3[O:15][C:16]([F:19])([F:18])[F:17])[C:5]=2[CH2:20][O:21][CH:22]2[CH2:28][CH:27]3[N:29](C(OC(C)(C)C)=O)[CH:24]([CH2:25][CH2:26]3)[CH2:23]2)[CH2:3][CH2:2]1.FC(F)(F)C(O)=O, predict the reaction product. The product is: [CH:27]12[NH:29][CH:24]([CH2:25][CH2:26]1)[CH2:23][CH:22]([O:21][CH2:20][C:5]1[C:6]([C:9]3[CH:14]=[CH:13][CH:12]=[CH:11][C:10]=3[O:15][C:16]([F:17])([F:19])[F:18])=[N:7][O:8][C:4]=1[CH:1]1[CH2:2][CH2:3]1)[CH2:28]2.